This data is from Merck oncology drug combination screen with 23,052 pairs across 39 cell lines. The task is: Regression. Given two drug SMILES strings and cell line genomic features, predict the synergy score measuring deviation from expected non-interaction effect. (1) Cell line: LOVO. Drug 2: Cc1nc(Nc2ncc(C(=O)Nc3c(C)cccc3Cl)s2)cc(N2CCN(CCO)CC2)n1. Synergy scores: synergy=22.0. Drug 1: C=CCn1c(=O)c2cnc(Nc3ccc(N4CCN(C)CC4)cc3)nc2n1-c1cccc(C(C)(C)O)n1. (2) Drug 1: CCC1=CC2CN(C1)Cc1c([nH]c3ccccc13)C(C(=O)OC)(c1cc3c(cc1OC)N(C)C1C(O)(C(=O)OC)C(OC(C)=O)C4(CC)C=CCN5CCC31C54)C2. Drug 2: Cn1nnc2c(C(N)=O)ncn2c1=O. Cell line: HT144. Synergy scores: synergy=-26.8.